Dataset: NCI-60 drug combinations with 297,098 pairs across 59 cell lines. Task: Regression. Given two drug SMILES strings and cell line genomic features, predict the synergy score measuring deviation from expected non-interaction effect. (1) Drug 1: C1CCC(C(C1)N)N.C(=O)(C(=O)[O-])[O-].[Pt+4]. Drug 2: C(CCl)NC(=O)N(CCCl)N=O. Cell line: RPMI-8226. Synergy scores: CSS=65.7, Synergy_ZIP=-5.82, Synergy_Bliss=-7.25, Synergy_Loewe=-4.68, Synergy_HSA=-1.24. (2) Drug 1: CC1CCC2CC(C(=CC=CC=CC(CC(C(=O)C(C(C(=CC(C(=O)CC(OC(=O)C3CCCCN3C(=O)C(=O)C1(O2)O)C(C)CC4CCC(C(C4)OC)OCCO)C)C)O)OC)C)C)C)OC. Drug 2: CC12CCC3C(C1CCC2OP(=O)(O)O)CCC4=C3C=CC(=C4)OC(=O)N(CCCl)CCCl.[Na+]. Cell line: SK-MEL-28. Synergy scores: CSS=30.7, Synergy_ZIP=5.67, Synergy_Bliss=10.8, Synergy_Loewe=6.03, Synergy_HSA=7.77. (3) Drug 2: CC1=CC2C(CCC3(C2CCC3(C(=O)C)OC(=O)C)C)C4(C1=CC(=O)CC4)C. Cell line: HS 578T. Drug 1: C1CCC(CC1)NC(=O)N(CCCl)N=O. Synergy scores: CSS=11.6, Synergy_ZIP=5.86, Synergy_Bliss=11.4, Synergy_Loewe=-4.46, Synergy_HSA=6.11.